From a dataset of Forward reaction prediction with 1.9M reactions from USPTO patents (1976-2016). Predict the product of the given reaction. (1) The product is: [F:1][C:2]1[C:7]([C:8]([F:9])([F:10])[F:11])=[CH:6][CH:5]=[CH:4][C:3]=1[CH:12]1[CH2:17][CH2:16][N:15]([CH2:18][CH2:19][CH3:20])[CH2:14][CH2:13]1. Given the reactants [F:1][C:2]1[C:7]([C:8]([F:11])([F:10])[F:9])=[CH:6][CH:5]=[CH:4][C:3]=1[C:12]1[CH2:13][CH2:14][N:15]([CH2:18][CH2:19][CH3:20])[CH2:16][CH:17]=1.Cl, predict the reaction product. (2) The product is: [NH2:1][C:2]1[CH:7]=[N:6][C:5]([S:17][CH3:16])=[CH:4][N:3]=1. Given the reactants [NH2:1][C:2]1[CH:7]=[N:6][C:5](Br)=[CH:4][N:3]=1.NC1C=NC=CN=1.[CH3:16][S-:17].[Na+], predict the reaction product. (3) Given the reactants [C:1]([O:5][C:6]([N:8]1[C@@H:12]([C:13]#[C:14][CH:15]([C:18]2[CH:23]=[CH:22][C:21]([Cl:24])=[CH:20][CH:19]=2)[O:16][CH3:17])[CH2:11][O:10][C:9]1([CH3:26])[CH3:25])=[O:7])([CH3:4])([CH3:3])[CH3:2], predict the reaction product. The product is: [C:1]([O:5][C:6]([N:8]1[C@@H:12]([CH2:13][CH2:14][CH:15]([C:18]2[CH:19]=[CH:20][C:21]([Cl:24])=[CH:22][CH:23]=2)[O:16][CH3:17])[CH2:11][O:10][C:9]1([CH3:26])[CH3:25])=[O:7])([CH3:4])([CH3:2])[CH3:3]. (4) Given the reactants [CH3:1][O:2][C:3]([N:5]1[C@@H:13]2[C@@H:8]([C@@:9]([OH:23])([C:14]#[C:15][C:16]3[CH:17]=[C:18]([CH3:22])[CH:19]=[CH:20][CH:21]=3)[CH2:10][CH2:11][CH2:12]2)[CH2:7][CH2:6]1)=[O:4].[CH3:24][N:25]([CH3:34])[C:26]([CH2:28][CH2:29][CH2:30][C:31](O)=[O:32])=[O:27], predict the reaction product. The product is: [CH3:24][N:25]([CH3:34])[C:26](=[O:27])[CH2:28][CH2:29][CH2:30][C:31]([O:23][C@@:9]1([C:14]#[C:15][C:16]2[CH:17]=[C:18]([CH3:22])[CH:19]=[CH:20][CH:21]=2)[CH2:10][CH2:11][CH2:12][C@@H:13]2[C@H:8]1[CH2:7][CH2:6][N:5]2[C:3]([O:2][CH3:1])=[O:4])=[O:32].